Dataset: Forward reaction prediction with 1.9M reactions from USPTO patents (1976-2016). Task: Predict the product of the given reaction. (1) Given the reactants [F:1][C:2]1[CH:3]=[C:4]([CH:20]=[C:21]([CH:23]([NH:25][C:26]([C:28]2[N:29](C)[C:30]3[C:35]([C:36]=2[CH3:37])=[CH:34][C:33]([F:38])=[CH:32][CH:31]=3)=[O:27])C)[CH:22]=1)[O:5][C:6]1[CH:18]=[CH:17][C:9](OC(C)(C)C(O)=O)=[C:8]([CH3:19])[CH:7]=1.C[O:41][C:42](=[O:60])CC1C=CC=C(OC2C=C(F)C=C(CN)C=2)C=1, predict the reaction product. The product is: [F:1][C:2]1[CH:3]=[C:4]([CH:20]=[C:21]([CH2:23][NH:25][C:26]([C:28]2[NH:29][C:30]3[C:35]([C:36]=2[CH3:37])=[CH:34][C:33]([F:38])=[CH:32][CH:31]=3)=[O:27])[CH:22]=1)[O:5][C:6]1[CH:7]=[C:8]([CH2:19][C:42]([OH:60])=[O:41])[CH:9]=[CH:17][CH:18]=1. (2) Given the reactants [H-].[Na+].[C:3]([O:9][N:10]=[C:11]([NH2:38])[CH2:12][O:13][C:14]1[C:23](=[O:24])[C:22]2[C:17](=[CH:18][C:19]([NH:26][CH:27]3[CH2:32][CH2:31][CH2:30][CH2:29][CH2:28]3)=[C:20]([F:25])[CH:21]=2)[N:16]([CH:33]2[CH2:37][CH2:36][CH2:35][CH2:34]2)[CH:15]=1)(=[O:8])[CH2:4][C:5]([CH3:7])=[O:6], predict the reaction product. The product is: [CH:27]1([NH:26][C:19]2[CH:18]=[C:17]3[C:22]([C:23](=[O:24])[C:14]([O:13][CH2:12][C:11]4[NH:38][C:3](=[O:8])[O:9][N:10]=4)=[CH:15][N:16]3[CH:33]3[CH2:37][CH2:36][CH2:35][CH2:34]3)=[CH:21][C:20]=2[F:25])[CH2:28][CH2:29][CH2:30][CH2:31][CH2:32]1.[CH:27]1([NH:26][C:19]2[CH:18]=[C:17]3[C:22]([C:23](=[O:24])[C:14]([O:13][CH2:12][C:11]4[N:38]=[C:3]([CH2:4][C:5](=[O:6])[CH3:7])[O:9][N:10]=4)=[CH:15][N:16]3[CH:33]3[CH2:37][CH2:36][CH2:35][CH2:34]3)=[CH:21][C:20]=2[F:25])[CH2:32][CH2:31][CH2:30][CH2:29][CH2:28]1. (3) Given the reactants [Cl:1][C:2]1[CH:3]=[C:4]([CH2:12]O)[CH:5]=[C:6]([C:8]([F:11])([F:10])[F:9])[CH:7]=1.C1(P(C2C=CC=CC=2)C2C=CC=CC=2)C=CC=CC=1.[Br:33]N1C(=O)CCC1=O, predict the reaction product. The product is: [Br:33][CH2:12][C:4]1[CH:5]=[C:6]([C:8]([F:11])([F:10])[F:9])[CH:7]=[C:2]([Cl:1])[CH:3]=1. (4) Given the reactants I[C:2]1[CH:7]=[CH:6][C:5]([O:8][CH3:9])=[CH:4][CH:3]=1.[CH2:10]([O:14][C:15](=[O:18])[CH:16]=[CH2:17])[CH2:11][CH2:12][CH3:13], predict the reaction product. The product is: [CH3:9][O:8][C:5]1[CH:6]=[CH:7][C:2](/[CH:17]=[CH:16]/[C:15]([O:14][CH2:10][CH2:11][CH2:12][CH3:13])=[O:18])=[CH:3][CH:4]=1. (5) Given the reactants [C:1]([N:4]1[C:13]2[C:8](=[CH:9][C:10]([C:14](O)=[O:15])=[CH:11][CH:12]=2)[C@H:7]([NH:17][C:18]2[CH:23]=[CH:22][C:21]([N:24]3[CH2:29][CH2:28][O:27][CH2:26][CH2:25]3)=[CH:20][CH:19]=2)[CH2:6][C@@H:5]1[CH3:30])(=[O:3])[CH3:2].[NH3:31], predict the reaction product. The product is: [C:1]([N:4]1[C:13]2[C:8](=[CH:9][C:10]([C:14]([NH2:31])=[O:15])=[CH:11][CH:12]=2)[C@H:7]([NH:17][C:18]2[CH:23]=[CH:22][C:21]([N:24]3[CH2:29][CH2:28][O:27][CH2:26][CH2:25]3)=[CH:20][CH:19]=2)[CH2:6][C@@H:5]1[CH3:30])(=[O:3])[CH3:2]. (6) Given the reactants [N:1]1[CH:6]=[CH:5][CH:4]=[CH:3][C:2]=1[CH2:7][N:8]1[C:16]2[C:11](=[CH:12][C:13]([NH:17][C:18]3[C:27]4[C:22](=[CH:23][CH:24]=[CH:25][C:26]=4[O:28][C@@H:29]([CH3:33])[C:30]([OH:32])=O)[N:21]=[CH:20][N:19]=3)=[CH:14][CH:15]=2)[CH:10]=[N:9]1.[NH:34]1[CH2:39][CH2:38][O:37][CH2:36][CH2:35]1, predict the reaction product. The product is: [CH3:33][C@H:29]([O:28][C:26]1[CH:25]=[CH:24][CH:23]=[C:22]2[C:27]=1[C:18]([NH:17][C:13]1[CH:12]=[C:11]3[C:16](=[CH:15][CH:14]=1)[N:8]([CH2:7][C:2]1[CH:3]=[CH:4][CH:5]=[CH:6][N:1]=1)[N:9]=[CH:10]3)=[N:19][CH:20]=[N:21]2)[C:30]([N:34]1[CH2:39][CH2:38][O:37][CH2:36][CH2:35]1)=[O:32].